This data is from Full USPTO retrosynthesis dataset with 1.9M reactions from patents (1976-2016). The task is: Predict the reactants needed to synthesize the given product. (1) Given the product [NH2:1][C:2]1[C:11]2[C:6](=[CH:7][CH:8]=[C:9]([C:12]3[S:16][C:15]([CH2:17][NH:18][C:19]4[N:36]=[CH:35][C:34]([C:37]#[CH:38])=[CH:33][C:20]=4[C:21]([NH:23][CH2:24][C:25]4[CH:30]=[CH:29][C:28]([F:31])=[C:27]([F:32])[CH:26]=4)=[O:22])=[CH:14][CH:13]=3)[CH:10]=2)[N:5]=[CH:4][N:3]=1, predict the reactants needed to synthesize it. The reactants are: [NH2:1][C:2]1[C:11]2[C:6](=[CH:7][CH:8]=[C:9]([C:12]3[S:16][C:15]([CH2:17][NH:18][C:19]4[N:36]=[CH:35][C:34]([C:37]#[C:38][Si](C)(C)C)=[CH:33][C:20]=4[C:21]([NH:23][CH2:24][C:25]4[CH:30]=[CH:29][C:28]([F:31])=[C:27]([F:32])[CH:26]=4)=[O:22])=[CH:14][CH:13]=3)[CH:10]=2)[N:5]=[CH:4][N:3]=1.C(=O)([O-])[O-].[K+].[K+]. (2) The reactants are: [O:1]=[S:2]1(=[O:21])[C:14]2[C:5](=[C:6]3[C:11](=[CH:12][CH:13]=2)[NH:10][CH:9]=[C:8]([C:15]([O:17][CH2:18][CH3:19])=[O:16])[C:7]3=O)[CH2:4][CH2:3]1.O=P(Cl)(Cl)[Cl:24].[OH-].[Na+]. Given the product [Cl:24][C:7]1[C:6]2[C:11](=[CH:12][CH:13]=[C:14]3[S:2](=[O:21])(=[O:1])[CH2:3][CH2:4][C:5]3=2)[N:10]=[CH:9][C:8]=1[C:15]([O:17][CH2:18][CH3:19])=[O:16], predict the reactants needed to synthesize it.